From a dataset of Full USPTO retrosynthesis dataset with 1.9M reactions from patents (1976-2016). Predict the reactants needed to synthesize the given product. Given the product [Cl:1][C:6]1[N:7]=[C:8]([CH3:9])[C:3]([I:2])=[CH:4][CH:5]=1, predict the reactants needed to synthesize it. The reactants are: [ClH:1].[I:2][C:3]1[CH:4]=[CH:5][C:6](N)=[N:7][C:8]=1[CH3:9].N([O-])=O.[Na+].